From a dataset of Catalyst prediction with 721,799 reactions and 888 catalyst types from USPTO. Predict which catalyst facilitates the given reaction. (1) Reactant: [O:1]=[C:2]1[CH:6]=[CH:5][C:4](=[O:7])[N:3]1[CH2:8][CH2:9][CH2:10][CH2:11][CH2:12][C:13]([NH:15][C@@H:16]([CH:39]([CH3:41])[CH3:40])[C:17]([NH:19][C@@H:20]([CH2:32][CH2:33][CH2:34][NH:35][C:36]([NH2:38])=[O:37])[C:21]([NH:23][C:24]1[CH:29]=[CH:28][C:27]([CH2:30][OH:31])=[CH:26][CH:25]=1)=[O:22])=[O:18])=[O:14].C(N(CC)C(C)C)(C)C.[C:51](=O)([O:62]C1C=CC([N+]([O-])=O)=CC=1)[O:52][C:53]1[CH:58]=[CH:57][C:56]([N+:59]([O-:61])=[O:60])=[CH:55][CH:54]=1. Product: [C:51](=[O:62])([O:52][C:53]1[CH:54]=[CH:55][C:56]([N+:59]([O-:61])=[O:60])=[CH:57][CH:58]=1)[O:31][CH2:30][C:27]1[CH:28]=[CH:29][C:24]([NH:23][C:21](=[O:22])[C@@H:20]([NH:19][C:17](=[O:18])[C@@H:16]([NH:15][C:13](=[O:14])[CH2:12][CH2:11][CH2:10][CH2:9][CH2:8][N:3]2[C:4](=[O:7])[CH:5]=[CH:6][C:2]2=[O:1])[CH:39]([CH3:41])[CH3:40])[CH2:32][CH2:33][CH2:34][NH:35][C:36]([NH2:38])=[O:37])=[CH:25][CH:26]=1. The catalyst class is: 9. (2) Reactant: [N:1]1[CH:6]=[CH:5][CH:4]=[C:3]([CH:7]2[CH2:11][CH2:10][N:9]([C:12]([N:14]3[C:23]4[C:18](=[CH:19][CH:20]=[CH:21][CH:22]=4)[N:17](C(OC(C)(C)C)=O)[CH2:16][CH2:15]3)=[O:13])[CH2:8]2)[CH:2]=1.Cl. Product: [N:1]1[CH:6]=[CH:5][CH:4]=[C:3]([CH:7]2[CH2:11][CH2:10][N:9]([C:12]([N:14]3[C:23]4[C:18](=[CH:19][CH:20]=[CH:21][CH:22]=4)[NH:17][CH2:16][CH2:15]3)=[O:13])[CH2:8]2)[CH:2]=1. The catalyst class is: 12. (3) Reactant: O.[F-].C([N+](C)(C)C)C1C=CC=CC=1.[CH3:14][N:15]([CH3:52])[C:16]1([C:46]2[CH:51]=[CH:50][CH:49]=[CH:48][CH:47]=2)[CH2:21][CH2:20][CH:19]([CH2:22][O:23][CH2:24][C:25]2[C:33]3[C:28](=[CH:29][CH:30]=[C:31]([O:34][C:35]([F:38])([F:37])[F:36])[CH:32]=3)[NH:27][C:26]=2[Si](CC)(CC)CC)[CH2:18][CH2:17]1. Product: [CH3:14][N:15]([CH3:52])[C:16]1([C:46]2[CH:51]=[CH:50][CH:49]=[CH:48][CH:47]=2)[CH2:21][CH2:20][CH:19]([CH2:22][O:23][CH2:24][C:25]2[C:33]3[C:28](=[CH:29][CH:30]=[C:31]([O:34][C:35]([F:38])([F:36])[F:37])[CH:32]=3)[NH:27][CH:26]=2)[CH2:18][CH2:17]1. The catalyst class is: 7.